Predict the reactants needed to synthesize the given product. From a dataset of Full USPTO retrosynthesis dataset with 1.9M reactions from patents (1976-2016). (1) The reactants are: [N+:1]([C:4]1[CH:9]=[CH:8][C:7]([C:10]2[CH2:11][CH2:12][S:13](=[O:17])(=[O:16])[CH2:14][CH:15]=2)=[CH:6][CH:5]=1)([O-])=O. Given the product [O:16]=[S:13]1(=[O:17])[CH2:14][CH2:15][CH:10]([C:7]2[CH:8]=[CH:9][C:4]([NH2:1])=[CH:5][CH:6]=2)[CH2:11][CH2:12]1, predict the reactants needed to synthesize it. (2) The reactants are: [CH3:1][O:2][C:3]1[CH:8]=[CH:7][C:6]([C:9](=[O:27])[C:10](=[CH:14][C:15]2[CH:16]=[CH:17][CH:18]=[C:19]3[C:24]=2[O:23][C:22]([CH3:25])=[CH:21][C:20]3=[O:26])[C:11](=O)[CH3:12])=[CH:5][CH:4]=1.[NH2:28]/[C:29](/[CH3:36])=[CH:30]\[C:31]([O:33][CH2:34][CH3:35])=[O:32]. Given the product [CH3:1][O:2][C:3]1[CH:4]=[CH:5][C:6]([C:9]([C:10]2[CH:14]([C:15]3[CH:16]=[CH:17][CH:18]=[C:19]4[C:24]=3[O:23][C:22]([CH3:25])=[CH:21][C:20]4=[O:26])[C:30]([C:31]([O:33][CH2:34][CH3:35])=[O:32])=[C:29]([CH3:36])[NH:28][C:11]=2[CH3:12])=[O:27])=[CH:7][CH:8]=1, predict the reactants needed to synthesize it. (3) The reactants are: CO[C:3]([C:5]1[C:14]([OH:15])=[C:13]2[C:8]([CH:9]=[CH:10][C:11](=[O:23])[N:12]2[CH2:16][C:17]2[CH:22]=[CH:21][CH:20]=[CH:19][CH:18]=2)=[CH:7][N:6]=1)=[O:4].[NH2:24][CH2:25][CH2:26][NH:27][C:28](=[O:30])[CH3:29].CC(O)=O.O. Given the product [C:28]([NH:27][CH2:26][CH2:25][NH:24][C:3]([C:5]1[C:14]([OH:15])=[C:13]2[C:8]([CH:9]=[CH:10][C:11](=[O:23])[N:12]2[CH2:16][C:17]2[CH:18]=[CH:19][CH:20]=[CH:21][CH:22]=2)=[CH:7][N:6]=1)=[O:4])(=[O:30])[CH3:29], predict the reactants needed to synthesize it. (4) Given the product [NH2:3][C:2]([NH:4][CH2:5][C:6]1[CH:7]=[CH:8][C:9]([NH:16][C:17]2[CH:22]=[C:21]([C:23]([F:25])([F:24])[F:26])[CH:20]=[CH:19][C:18]=2[NH:27][C:28]2[CH:33]=[CH:32][CH:31]=[CH:30][C:29]=2[C:34]([OH:36])=[O:35])=[C:10]([CH:15]=1)[C:11]([OH:13])=[O:12])=[NH:1], predict the reactants needed to synthesize it. The reactants are: [NH2:1][C:2]([NH:4][CH2:5][C:6]1[CH:7]=[CH:8][C:9]([NH:16][C:17]2[CH:22]=[C:21]([C:23]([F:26])([F:25])[F:24])[CH:20]=[CH:19][C:18]=2[NH:27][C:28]2[CH:33]=[CH:32][CH:31]=[CH:30][C:29]=2[C:34]([O:36]C)=[O:35])=[C:10]([CH:15]=1)[C:11]([O:13]C)=[O:12])=[NH:3].C1COCC1.[OH-].[Li+].Cl. (5) Given the product [OH:13][C@@H:10]1[CH2:9][CH2:8][C@H:7]([C:4]([CH3:6])([CH3:5])[C:3]([OH:14])=[O:2])[CH2:12][CH2:11]1, predict the reactants needed to synthesize it. The reactants are: C[O:2][C:3](=[O:14])[C:4]([C@H:7]1[CH2:12][CH2:11][C@@H:10]([OH:13])[CH2:9][CH2:8]1)([CH3:6])[CH3:5].[OH-].[Li+].Cl. (6) Given the product [CH3:23][O:22][C:12]1[CH:11]=[C:10]([CH:15]=[CH:14][C:13]=1[C:16]1[NH:20][C:19](=[O:21])[O:18][N:17]=1)[O:9][CH2:8][C:7]1[S:6][C:5]([C:24]2[CH:29]=[CH:28][C:27]([C:30]([F:31])([F:32])[F:33])=[CH:26][CH:25]=2)=[N:4][C:3]=1[CH:2]=[O:1], predict the reactants needed to synthesize it. The reactants are: [OH:1][CH2:2][C:3]1[N:4]=[C:5]([C:24]2[CH:29]=[CH:28][C:27]([C:30]([F:33])([F:32])[F:31])=[CH:26][CH:25]=2)[S:6][C:7]=1[CH2:8][O:9][C:10]1[CH:15]=[CH:14][C:13]([C:16]2[NH:20][C:19](=[O:21])[O:18][N:17]=2)=[C:12]([O:22][CH3:23])[CH:11]=1.ClCCl.